Task: Binary Classification. Given a drug SMILES string, predict its activity (active/inactive) in a high-throughput screening assay against a specified biological target.. Dataset: Kir2.1 potassium channel HTS with 301,493 compounds (1) The molecule is s1c(nc(CCNC(=O)c2sccc2)c1)c1ccccc1. The result is 0 (inactive). (2) The result is 0 (inactive). The molecule is S(=O)(=O)(N(CC(=O)Nc1ccc(OCC)cc1)c1cc(ccc1)C(F)(F)F)C. (3) The molecule is o1c(c2n3c(c(n2)c2ccccc2)cccc3)ccc1. The result is 0 (inactive). (4) The compound is Fc1ccc(Cn2c3c(c(c2)C=O)cccc3)cc1. The result is 0 (inactive). (5) The compound is O=C(N1CCNCC1)C(n1nnc(c1)CCC\N=C(/N)N)C. The result is 0 (inactive). (6) The compound is o1nc(nc1CN(Cc1ccccc1)CCO)CC1CC1. The result is 0 (inactive). (7) The molecule is O=C1N(C(=O)C2C1C(C=CC2)C)c1cc(C(=O)N2CCCCCC2)ccc1. The result is 0 (inactive).